Dataset: Catalyst prediction with 721,799 reactions and 888 catalyst types from USPTO. Task: Predict which catalyst facilitates the given reaction. (1) Reactant: [CH:1]1([CH:4]=[O:5])[CH2:3][CH2:2]1.CC1C=CC(S(O)(=O)=O)=CC=1.[Br:17][C:18]1[CH:23]=[CH:22][C:21](O)=[C:20]([C:25]2[NH:26][C:27]3[C:32]([C:33]=2[Cl:34])=[CH:31][CH:30]=[CH:29][CH:28]=3)[CH:19]=1. Product: [Br:17][C:18]1[CH:23]=[CH:22][C:21]2[O:5][CH:4]([CH:1]3[CH2:3][CH2:2]3)[N:26]3[C:27]4[CH:28]=[CH:29][CH:30]=[CH:31][C:32]=4[C:33]([Cl:34])=[C:25]3[C:20]=2[CH:19]=1. The catalyst class is: 11. (2) Reactant: FC(F)(F)C(O)=O.C(OC([N:15]1[CH2:23][C:22]2[C:17](=[CH:18][CH:19]=[C:20]([CH2:24][C:25](=[O:57])[NH:26][CH:27]([B:44]3[O:52][CH:51]4[C:46]([CH3:56])([CH:47]5[CH2:53][CH:49]([CH2:50]4)[C:48]5([CH3:55])[CH3:54])[O:45]3)[CH2:28][C:29]3[CH:34]=[CH:33][CH:32]=[C:31]([C:35]([O:37]C(C)(C)C)=[O:36])[C:30]=3[O:42][CH3:43])[CH:21]=2)[CH2:16]1)=O)(C)(C)C. Product: [CH2:16]1[C:17]2[C:22](=[CH:21][C:20]([CH2:24][C:25]([NH:26][CH:27]([B:44]3[O:52][CH:51]4[C:46]([CH3:56])([CH:47]5[CH2:53][CH:49]([CH2:50]4)[C:48]5([CH3:55])[CH3:54])[O:45]3)[CH2:28][C:29]3[C:30]([O:42][CH3:43])=[C:31]([CH:32]=[CH:33][CH:34]=3)[C:35]([OH:37])=[O:36])=[O:57])=[CH:19][CH:18]=2)[CH2:23][NH:15]1. The catalyst class is: 2. (3) Reactant: [NH2:1][C:2]1[C:3]([C:16]2[CH:24]=[CH:23][C:19]([C:20](O)=[O:21])=[C:18]([F:25])[CH:17]=2)=[N:4][C:5]([C@H:8]2[CH2:13][CH2:12][C@H:11]([OH:14])[C@@H:10]([F:15])[CH2:9]2)=[CH:6][N:7]=1.[P:26]([O:45][C:46]([CH3:49])([CH3:48])[CH3:47])([O:40][C:41]([CH3:44])([CH3:43])[CH3:42])([O:28][CH2:29][C@@H:30]([NH2:39])[C:31]1[CH:36]=[C:35]([I:37])[CH:34]=[C:33]([F:38])[CH:32]=1)=[O:27].CCN(C(C)C)C(C)C.CN(C(ON1N=NC2C=CC=NC1=2)=[N+](C)C)C.F[P-](F)(F)(F)(F)F. Product: [P:26]([O:45][C:46]([CH3:49])([CH3:48])[CH3:47])([O:40][C:41]([CH3:43])([CH3:42])[CH3:44])([O:28][CH2:29][C@@H:30]([NH:39][C:20](=[O:21])[C:19]1[CH:23]=[CH:24][C:16]([C:3]2[C:2]([NH2:1])=[N:7][CH:6]=[C:5]([C@H:8]3[CH2:13][CH2:12][C@H:11]([OH:14])[C@@H:10]([F:15])[CH2:9]3)[N:4]=2)=[CH:17][C:18]=1[F:25])[C:31]1[CH:36]=[C:35]([I:37])[CH:34]=[C:33]([F:38])[CH:32]=1)=[O:27]. The catalyst class is: 514.